Predict the reaction yield, written as a fraction of the theoretical maximum amount of product (1.0 means a 100% yield; for example, 0.34 means a 34% yield). From a dataset of Reaction yield outcomes from USPTO patents with 853,638 reactions. (1) The reactants are [CH3:1][C@H:2]1[CH:6]=[C:5]([C:7]2[N:8]=[C:9]([SH:12])[S:10][CH:11]=2)[CH2:4][N:3]1[C:13](OCC=C)=O.ClCC(C1CN(C(OCC=C)=O)[C@@H](C)C=1)=O.[H-].[H-].[H-].[H-].[Li+].[Al+3].CO. The catalyst is C1COCC1. The product is [CH3:13][N:3]1[C@@H:2]([CH3:1])[CH:6]=[C:5]([C:7]2[N:8]=[C:9]([SH:12])[S:10][CH:11]=2)[CH2:4]1. The yield is 0.770. (2) The reactants are [C:1]1(/[CH:7]=[CH:8]/[CH2:9][CH2:10][CH2:11][C:12]#[C:13][C:14](=[O:20])[CH2:15][CH2:16][CH:17]=[C:18]=[CH2:19])[CH:6]=[CH:5][CH:4]=[CH:3][CH:2]=1. The catalyst is ClC1C=CC=CC=1Cl. The product is [CH2:9]1[C:8]2=[CH:7][C:1]3[C:6]([C:13]([C:14](=[O:20])[CH2:15][CH2:16][CH:17]=[C:18]=[CH2:19])=[C:12]2[CH2:11][CH2:10]1)=[CH:5][CH:4]=[CH:3][CH:2]=3. The yield is 0.680. (3) The reactants are [CH3:1][N:2]1[C:6]2[CH:7]=[CH:8][C:9]([C:11]([OH:13])=O)=[CH:10][C:5]=2[N:4]=[CH:3]1.[NH:14]1[CH2:19][CH2:18][CH2:17][C@@H:16]2[C:20]3[CH:21]=[CH:22][CH:23]=[CH:24][C:25]=3[CH2:26][C@H:15]12.F[P-](F)(F)(F)(F)F.N1(OC(N(C)C)=[N+](C)C)C2N=CC=CC=2N=N1. The yield is 0.900. No catalyst specified. The product is [N:14]1([C:11]([C:9]2[CH:8]=[CH:7][C:6]3[N:2]([CH3:1])[CH:3]=[N:4][C:5]=3[CH:10]=2)=[O:13])[CH2:19][CH2:18][CH2:17][C@@H:16]2[C:20]3[CH:21]=[CH:22][CH:23]=[CH:24][C:25]=3[CH2:26][C@H:15]12. (4) The reactants are Cl[C:2]1[CH:7]=[C:6]([CH2:8][O:9][CH3:10])[N:5]=[CH:4][N:3]=1.[OH-].[NH4+:12]. No catalyst specified. The product is [CH3:10][O:9][CH2:8][C:6]1[N:5]=[CH:4][N:3]=[C:2]([NH2:12])[CH:7]=1. The yield is 0.480. (5) The reactants are [F:1][C:2]1[CH:3]=[C:4]([CH2:9][C@H:10]([NH:14][C:15](=[O:21])[O:16][C:17]([CH3:20])([CH3:19])[CH3:18])[C@H:11]2[CH2:13][O:12]2)[CH:5]=[C:6]([F:8])[CH:7]=1.[CH3:22][O:23][C:24]1[CH:25]=[C:26]([CH:29]=[CH:30][CH:31]=1)[CH2:27][NH2:28].CCN(CC)CC.[CH2:39]([O:46][C:47](Cl)=[O:48])[C:40]1[CH:45]=[CH:44][CH:43]=[CH:42][CH:41]=1. The catalyst is C(O)(C)C.CCOC(C)=O.C1COCC1. The product is [CH2:39]([O:46][C:47](=[O:48])[N:28]([CH2:13][CH:11]([OH:12])[CH:10]([NH:14][C:15]([O:16][C:17]([CH3:20])([CH3:19])[CH3:18])=[O:21])[CH2:9][C:4]1[CH:3]=[C:2]([F:1])[CH:7]=[C:6]([F:8])[CH:5]=1)[CH2:27][C:26]1[CH:29]=[CH:30][CH:31]=[C:24]([O:23][CH3:22])[CH:25]=1)[C:40]1[CH:45]=[CH:44][CH:43]=[CH:42][CH:41]=1. The yield is 0.700. (6) The reactants are [C:1]1([C:7]2[CH:12]=[CH:11][N:10]=[C:9]([C:13]3[NH:18][C:17](=O)[CH:16]=[CH:15][N:14]=3)[CH:8]=2)[CH:6]=[CH:5][CH:4]=[CH:3][CH:2]=1.P(Cl)(Cl)([Cl:22])=O. The catalyst is C(Cl)(Cl)Cl. The product is [Cl:22][C:17]1[CH:16]=[CH:15][N:14]=[C:13]([C:9]2[CH:8]=[C:7]([C:1]3[CH:6]=[CH:5][CH:4]=[CH:3][CH:2]=3)[CH:12]=[CH:11][N:10]=2)[N:18]=1. The yield is 0.650.